Dataset: Forward reaction prediction with 1.9M reactions from USPTO patents (1976-2016). Task: Predict the product of the given reaction. (1) Given the reactants C(OC([N:8]1[CH2:13][CH2:12][C:11]([CH2:18][N:19]2[CH2:24][CH2:23][N:22]([S:25]([C:28]3[CH2:29][O:30][C:31]4[CH:37]=[C:36]([Cl:38])[CH:35]=[CH:34][C:32]=4[CH:33]=3)(=[O:27])=[O:26])[CH2:21][C:20]2=[O:39])([C:14]([O:16][CH3:17])=[O:15])[CH2:10][CH2:9]1)=O)(C)(C)C.Cl, predict the reaction product. The product is: [ClH:38].[Cl:38][C:36]1[CH:35]=[CH:34][C:32]2[CH:33]=[C:28]([S:25]([N:22]3[CH2:23][CH2:24][N:19]([CH2:18][C:11]4([C:14]([O:16][CH3:17])=[O:15])[CH2:12][CH2:13][NH:8][CH2:9][CH2:10]4)[C:20](=[O:39])[CH2:21]3)(=[O:27])=[O:26])[CH2:29][O:30][C:31]=2[CH:37]=1. (2) Given the reactants C([O:8][CH2:9][CH2:10][N:11]1[CH2:16][CH2:15][O:14][CH2:13][C:12]1=[O:17])C1C=CC=CC=1, predict the reaction product. The product is: [OH:8][CH2:9][CH2:10][N:11]1[CH2:16][CH2:15][O:14][CH2:13][C:12]1=[O:17]. (3) Given the reactants [N:1]1[CH:6]=[CH:5][C:4]([CH2:7][C:8]([O:10][CH2:11][CH3:12])=[O:9])=[CH:3][CH:2]=1.C(O[CH:16](OCC)[N:17]([CH3:19])[CH3:18])C, predict the reaction product. The product is: [CH3:16][N:17]([CH3:19])[CH:18]=[C:7]([C:4]1[CH:5]=[CH:6][N:1]=[CH:2][CH:3]=1)[C:8]([O:10][CH2:11][CH3:12])=[O:9]. (4) Given the reactants I[C:2]1[CH:11]=[CH:10][CH:9]=[C:8]2[C:3]=1[CH2:4][CH2:5][N:6]=[C:7]2[CH3:12].[N:13]1[CH:18]=[CH:17][C:16](B(O)O)=[CH:15][CH:14]=1.C([O-])([O-])=O.[Cs+].[Cs+], predict the reaction product. The product is: [CH3:12][C:7]1[C:8]2[C:3](=[C:2]([C:16]3[CH:17]=[CH:18][N:13]=[CH:14][CH:15]=3)[CH:11]=[CH:10][CH:9]=2)[CH2:4][CH2:5][N:6]=1. (5) Given the reactants [C:1]([O:4][CH2:5][CH2:6][CH2:7][N:8]1[C:13](=[O:14])[C:12]2[N:15]([CH2:18][C:19]3[CH:24]=[CH:23][C:22]([Cl:25])=[CH:21][CH:20]=3)[CH:16]=[CH:17][C:11]=2[N:10]([CH3:26])[C:9]1=[O:27])(=[O:3])[CH3:2].C1C(=O)N([Br:35])C(=O)C1, predict the reaction product. The product is: [C:1]([O:4][CH2:5][CH2:6][CH2:7][N:8]1[C:13](=[O:14])[C:12]2[N:15]([CH2:18][C:19]3[CH:20]=[CH:21][C:22]([Cl:25])=[CH:23][CH:24]=3)[CH:16]=[C:17]([Br:35])[C:11]=2[N:10]([CH3:26])[C:9]1=[O:27])(=[O:3])[CH3:2].